From a dataset of Peptide-MHC class I binding affinity with 185,985 pairs from IEDB/IMGT. Regression. Given a peptide amino acid sequence and an MHC pseudo amino acid sequence, predict their binding affinity value. This is MHC class I binding data. (1) The peptide sequence is SEAREHLKNG. The MHC is HLA-B44:02 with pseudo-sequence HLA-B44:02. The binding affinity (normalized) is 0.0298. (2) The peptide sequence is FSLHYAWKTM. The MHC is HLA-B35:01 with pseudo-sequence HLA-B35:01. The binding affinity (normalized) is 0.178. (3) The peptide sequence is VMAPRTLVL. The MHC is HLA-C14:02 with pseudo-sequence HLA-C14:02. The binding affinity (normalized) is 0.597. (4) The peptide sequence is RIYKTIKQY. The MHC is HLA-A68:02 with pseudo-sequence HLA-A68:02. The binding affinity (normalized) is 0.0847. (5) The peptide sequence is FEVDNLTYV. The MHC is HLA-A02:01 with pseudo-sequence HLA-A02:01. The binding affinity (normalized) is 0.239. (6) The peptide sequence is RKAKIIRDY. The MHC is HLA-A02:03 with pseudo-sequence HLA-A02:03. The binding affinity (normalized) is 0. (7) The peptide sequence is HKGYVVSRR. The MHC is HLA-A24:02 with pseudo-sequence HLA-A24:02. The binding affinity (normalized) is 0. (8) The peptide sequence is YTGLKALVL. The MHC is HLA-B58:01 with pseudo-sequence HLA-B58:01. The binding affinity (normalized) is 0.209. (9) The peptide sequence is QLSLRMLSL. The MHC is HLA-B27:05 with pseudo-sequence HLA-B27:05. The binding affinity (normalized) is 0.0847.